This data is from NCI-60 drug combinations with 297,098 pairs across 59 cell lines. The task is: Regression. Given two drug SMILES strings and cell line genomic features, predict the synergy score measuring deviation from expected non-interaction effect. (1) Drug 1: CCCS(=O)(=O)NC1=C(C(=C(C=C1)F)C(=O)C2=CNC3=C2C=C(C=N3)C4=CC=C(C=C4)Cl)F. Drug 2: CC1C(C(CC(O1)OC2CC(OC(C2O)C)OC3=CC4=CC5=C(C(=O)C(C(C5)C(C(=O)C(C(C)O)O)OC)OC6CC(C(C(O6)C)O)OC7CC(C(C(O7)C)O)OC8CC(C(C(O8)C)O)(C)O)C(=C4C(=C3C)O)O)O)O. Cell line: OVCAR3. Synergy scores: CSS=45.5, Synergy_ZIP=24.3, Synergy_Bliss=23.1, Synergy_Loewe=21.7, Synergy_HSA=21.7. (2) Drug 1: CNC(=O)C1=CC=CC=C1SC2=CC3=C(C=C2)C(=NN3)C=CC4=CC=CC=N4. Drug 2: C1C(C(OC1N2C=NC3=C2NC=NCC3O)CO)O. Cell line: DU-145. Synergy scores: CSS=8.64, Synergy_ZIP=2.81, Synergy_Bliss=6.71, Synergy_Loewe=4.41, Synergy_HSA=4.47. (3) Drug 1: C1=CC(=CC=C1CCCC(=O)O)N(CCCl)CCCl. Drug 2: CC1=C(C(=O)C2=C(C1=O)N3CC4C(C3(C2COC(=O)N)OC)N4)N. Cell line: LOX IMVI. Synergy scores: CSS=38.9, Synergy_ZIP=-8.28, Synergy_Bliss=-6.26, Synergy_Loewe=-3.51, Synergy_HSA=-1.22. (4) Drug 1: CCC1=C2CN3C(=CC4=C(C3=O)COC(=O)C4(CC)O)C2=NC5=C1C=C(C=C5)O. Drug 2: C1CC(=O)NC(=O)C1N2C(=O)C3=CC=CC=C3C2=O. Cell line: HCC-2998. Synergy scores: CSS=15.5, Synergy_ZIP=3.37, Synergy_Bliss=6.56, Synergy_Loewe=-12.9, Synergy_HSA=-1.68. (5) Drug 1: CC1CCCC2(C(O2)CC(NC(=O)CC(C(C(=O)C(C1O)C)(C)C)O)C(=CC3=CSC(=N3)C)C)C. Drug 2: COCCOC1=C(C=C2C(=C1)C(=NC=N2)NC3=CC=CC(=C3)C#C)OCCOC.Cl. Cell line: HS 578T. Synergy scores: CSS=58.2, Synergy_ZIP=9.71, Synergy_Bliss=12.2, Synergy_Loewe=-36.2, Synergy_HSA=3.59. (6) Drug 1: C1=CN(C(=O)N=C1N)C2C(C(C(O2)CO)O)O.Cl. Drug 2: CCN(CC)CCNC(=O)C1=C(NC(=C1C)C=C2C3=C(C=CC(=C3)F)NC2=O)C. Cell line: NCI/ADR-RES. Synergy scores: CSS=26.8, Synergy_ZIP=3.57, Synergy_Bliss=6.11, Synergy_Loewe=-16.4, Synergy_HSA=3.66. (7) Drug 1: C1=C(C(=O)NC(=O)N1)N(CCCl)CCCl. Drug 2: CC1=C(C(=CC=C1)Cl)NC(=O)C2=CN=C(S2)NC3=CC(=NC(=N3)C)N4CCN(CC4)CCO. Cell line: MDA-MB-435. Synergy scores: CSS=3.94, Synergy_ZIP=2.77, Synergy_Bliss=5.68, Synergy_Loewe=-1.62, Synergy_HSA=-1.21. (8) Drug 1: CCCS(=O)(=O)NC1=C(C(=C(C=C1)F)C(=O)C2=CNC3=C2C=C(C=N3)C4=CC=C(C=C4)Cl)F. Drug 2: C1CCN(CC1)CCOC2=CC=C(C=C2)C(=O)C3=C(SC4=C3C=CC(=C4)O)C5=CC=C(C=C5)O. Cell line: SF-295. Synergy scores: CSS=5.08, Synergy_ZIP=-0.325, Synergy_Bliss=4.67, Synergy_Loewe=4.31, Synergy_HSA=3.85.